From a dataset of Catalyst prediction with 721,799 reactions and 888 catalyst types from USPTO. Predict which catalyst facilitates the given reaction. (1) Reactant: [NH2:1][C@H:2]([C:8]([OH:10])=[O:9])[CH2:3][CH2:4][CH2:5][CH2:6][NH2:7].S([O-])([O-])(=O)=O.[Cu+2:16].CO. Product: [NH2:1][C@H:2]([C:8]([OH:10])=[O:9])[CH2:3][CH2:4][CH2:5][CH2:6][NH2:7].[Cu:16]. The catalyst class is: 662. (2) Reactant: [CH2:1]([NH:3][C:4](=[O:51])[NH:5][C:6]1[N:11]=[CH:10][C:9]([C:12]2[CH:13]=[C:14]3[C:19](=[CH:20][CH:21]=2)[N:18]([CH2:22][C@H:23]2[CH2:27][CH2:26][N:25]([CH2:28][CH2:29][N:30]4[CH2:35][CH2:34][O:33][CH2:32][CH2:31]4)[CH2:24]2)[CH:17]=[C:16]([C:36]([O:38]CC)=[O:37])[C:15]3=[O:41])=[C:8]([C:42]2[S:43][CH:44]=[C:45]([C:47]([F:50])([F:49])[F:48])[N:46]=2)[CH:7]=1)[CH3:2].[OH-].[Na+]. Product: [CH2:1]([NH:3][C:4](=[O:51])[NH:5][C:6]1[N:11]=[CH:10][C:9]([C:12]2[CH:13]=[C:14]3[C:19](=[CH:20][CH:21]=2)[N:18]([CH2:22][C@H:23]2[CH2:27][CH2:26][N:25]([CH2:28][CH2:29][N:30]4[CH2:35][CH2:34][O:33][CH2:32][CH2:31]4)[CH2:24]2)[CH:17]=[C:16]([C:36]([OH:38])=[O:37])[C:15]3=[O:41])=[C:8]([C:42]2[S:43][CH:44]=[C:45]([C:47]([F:50])([F:48])[F:49])[N:46]=2)[CH:7]=1)[CH3:2]. The catalyst class is: 111. (3) Reactant: [NH2:1][C:2]1[N:7]=[CH:6][C:5]([N:8]([CH3:28])[C:9](=[O:27])[C:10]([C:13]2[CH:18]=[C:17]([C:19]([F:22])([F:21])[F:20])[CH:16]=[C:15]([C:23]([F:26])([F:25])[F:24])[CH:14]=2)([CH3:12])[CH3:11])=[C:4]([C:29]2[CH:34]=[CH:33][CH:32]=[CH:31][C:30]=2[CH3:35])[CH:3]=1.[H-].[Na+].C1(S(Cl)(=O)=O)C=CC=CC=1.O. Product: [F:22][C:19]([F:20])([F:21])[C:17]1[CH:18]=[C:13]([C:10]([CH3:12])([CH3:11])[C:9]([N:8]([C:5]2[CH:6]=[N:7][C:2]([N:1]=[CH:5][N:8]([CH3:28])[CH3:9])=[CH:3][C:4]=2[C:29]2[CH:34]=[CH:33][CH:32]=[CH:31][C:30]=2[CH3:35])[CH3:28])=[O:27])[CH:14]=[C:15]([C:23]([F:26])([F:24])[F:25])[CH:16]=1. The catalyst class is: 9. (4) Reactant: [CH2:1]([O:3][C:4]([N:6]1[C:15]2[C:10](=[N:11][C:12]([O:16][CH3:17])=[CH:13][CH:14]=2)[C@@H:9]([NH:18][CH:19]([C:32]2[N:37]=[CH:36][C:35](Br)=[CH:34][N:33]=2)[C:20]2[CH:25]=[C:24]([C:26]([F:29])([F:28])[F:27])[CH:23]=[C:22]([C:30]#[N:31])[CH:21]=2)[CH2:8][C@H:7]1[CH2:39][CH3:40])=[O:5])[CH3:2].CC(C)([O-])C.[Na+].C(P(C(C)(C)C)C1C=CC=CC=1C1C=CC=CC=1)(C)(C)C.[C:68]([N:71]1[CH2:76][CH2:75][NH:74][CH2:73][CH2:72]1)(=[O:70])[CH3:69]. Product: [CH2:1]([O:3][C:4]([N:6]1[C:15]2[C:10](=[N:11][C:12]([O:16][CH3:17])=[CH:13][CH:14]=2)[C@@H:9]([NH:18][CH:19]([C:32]2[N:37]=[CH:36][C:35]([N:74]3[CH2:75][CH2:76][N:71]([C:68](=[O:70])[CH3:69])[CH2:72][CH2:73]3)=[CH:34][N:33]=2)[C:20]2[CH:25]=[C:24]([C:26]([F:29])([F:28])[F:27])[CH:23]=[C:22]([C:30]#[N:31])[CH:21]=2)[CH2:8][C@H:7]1[CH2:39][CH3:40])=[O:5])[CH3:2]. The catalyst class is: 101. (5) Reactant: [H-].[H-].[H-].[H-].[Li+].[Al+3].C[O:8][C:9]([C:11]1[C:12]2[CH:13]=[CH:14][N:15]([C:20]3[CH:25]=[CH:24][N:23]=[C:22]([NH:26][CH:27]4[CH2:32][CH2:31][CH:30]([OH:33])[CH2:29][CH2:28]4)[N:21]=3)[C:16]=2[CH:17]=[CH:18][CH:19]=1)=[O:10].O.Cl. Product: [OH:33][C@H:30]1[CH2:31][CH2:32][C@H:27]([NH:26][C:22]2[N:21]=[C:20]([N:15]3[C:16]4[CH:17]=[CH:18][CH:19]=[C:11]([C:9]([OH:10])=[O:8])[C:12]=4[CH:13]=[CH:14]3)[CH:25]=[CH:24][N:23]=2)[CH2:28][CH2:29]1. The catalyst class is: 36. (6) Reactant: [CH2:1]([NH:3][C:4](=[O:41])[NH:5][C:6]1[N:11]=[CH:10][C:9]([C:12]2[CH:13]=[C:14]3[C:19](=[CH:20][CH:21]=2)[N:18]([CH2:22][CH2:23][O:24][CH3:25])[CH:17]=[C:16]([C:26]([O:28]CC)=[O:27])[C:15]3=[O:31])=[C:8]([C:32]2[S:33][CH:34]=[C:35]([C:37]([F:40])([F:39])[F:38])[N:36]=2)[CH:7]=1)[CH3:2].[Li+].[OH-].C1COCC1. Product: [CH2:1]([NH:3][C:4](=[O:41])[NH:5][C:6]1[N:11]=[CH:10][C:9]([C:12]2[CH:13]=[C:14]3[C:19](=[CH:20][CH:21]=2)[N:18]([CH2:22][CH2:23][O:24][CH3:25])[CH:17]=[C:16]([C:26]([OH:28])=[O:27])[C:15]3=[O:31])=[C:8]([C:32]2[S:33][CH:34]=[C:35]([C:37]([F:39])([F:40])[F:38])[N:36]=2)[CH:7]=1)[CH3:2]. The catalyst class is: 24. (7) Reactant: [CH2:1]([C:4]1[C:8]([CH2:9][OH:10])=[CH:7][N:6]([C:11]2[CH:16]=[CH:15][C:14]([C:17]([F:20])([F:19])[F:18])=[CH:13][N:12]=2)[N:5]=1)[CH2:2][CH3:3].O[C:22]1[CH:27]=[CH:26][C:25]([CH2:28][CH2:29][C:30]([O:32]CC)=[O:31])=[C:24]([CH3:35])[CH:23]=1.C1(P(C2C=CC=CC=2)C2C=CC=CC=2)C=CC=CC=1.N(C(OCC)=O)=NC(OCC)=O. Product: [CH3:35][C:24]1[CH:23]=[C:22]([O:10][CH2:9][C:8]2[C:4]([CH2:1][CH2:2][CH3:3])=[N:5][N:6]([C:11]3[CH:16]=[CH:15][C:14]([C:17]([F:19])([F:18])[F:20])=[CH:13][N:12]=3)[CH:7]=2)[CH:27]=[CH:26][C:25]=1[CH2:28][CH2:29][C:30]([OH:32])=[O:31]. The catalyst class is: 359.